From a dataset of Forward reaction prediction with 1.9M reactions from USPTO patents (1976-2016). Predict the product of the given reaction. Given the reactants [Br:1][C:2]1[CH:7]=[CH:6][C:5]([C:8]2[S:12][C:11]([C:13]([OH:15])=O)=[N:10][C:9]=2[C:16]2[CH:21]=[CH:20][C:19]([Cl:22])=[CH:18][C:17]=2[Cl:23])=[CH:4][CH:3]=1.C(N(C(C)C)CC)(C)C.[CH:33]1[CH:38]=[N:37][C:36]2N(O)N=N[C:35]=2[CH:34]=1.F[P-](F)(F)(F)(F)F.ClC1N(C)CC[NH+]1C.C(N)CCCC, predict the reaction product. The product is: [Br:1][C:2]1[CH:7]=[CH:6][C:5]([C:8]2[S:12][C:11]([C:13]([NH:37][CH2:36][CH2:35][CH2:34][CH2:33][CH3:38])=[O:15])=[N:10][C:9]=2[C:16]2[CH:21]=[CH:20][C:19]([Cl:22])=[CH:18][C:17]=2[Cl:23])=[CH:4][CH:3]=1.